Dataset: Reaction yield outcomes from USPTO patents with 853,638 reactions. Task: Predict the reaction yield, written as a fraction of the theoretical maximum amount of product (1.0 means a 100% yield; for example, 0.34 means a 34% yield). (1) The reactants are [Cl:1][C:2]1[CH:11]=[CH:10][C:9]([N:12]2[CH2:16][CH2:15][CH:14]([N:17]([CH2:20][CH3:21])[CH2:18][CH3:19])[CH2:13]2)=[CH:8][C:3]=1[C:4](OC)=[O:5].[NH3:22]. The catalyst is CO. The product is [Cl:1][C:2]1[CH:11]=[CH:10][C:9]([N:12]2[CH2:16][CH2:15][CH:14]([N:17]([CH2:20][CH3:21])[CH2:18][CH3:19])[CH2:13]2)=[CH:8][C:3]=1[C:4]([NH2:22])=[O:5]. The yield is 0.736. (2) The reactants are [CH3:1][N:2]1[C:6]([C:7]2[CH:8]=[C:9]([C:12]([OH:14])=O)[S:10][CH:11]=2)=[CH:5][CH:4]=[N:3]1.[NH2:15][C@@H:16]([CH2:29][C:30]1[CH:35]=[CH:34][C:33]([F:36])=[CH:32][C:31]=1[F:37])[CH2:17][N:18]1[C:26](=[O:27])[C:25]2[C:20](=[CH:21][CH:22]=[CH:23][CH:24]=2)[C:19]1=[O:28].FC1C=CC=C(F)C=1C[C@@H](C(O)=O)N.C1CN([P+](Br)(N2CCCC2)N2CCCC2)CC1.F[P-](F)(F)(F)(F)F.CCN(C(C)C)C(C)C. The catalyst is C(Cl)(Cl)Cl. The product is [F:37][C:31]1[CH:32]=[C:33]([F:36])[CH:34]=[CH:35][C:30]=1[CH2:29][C@H:16]([NH:15][C:12]([C:9]1[S:10][CH:11]=[C:7]([C:6]2[N:2]([CH3:1])[N:3]=[CH:4][CH:5]=2)[CH:8]=1)=[O:14])[CH2:17][N:18]1[C:26](=[O:27])[C:25]2[C:20](=[CH:21][CH:22]=[CH:23][CH:24]=2)[C:19]1=[O:28]. The yield is 0.460. (3) The reactants are Cl[C:2]1[N:7]=[CH:6][N:5]=[C:4]([NH:8][C:9]2[CH:14]=[CH:13][CH:12]=[C:11]([NH2:15])[N:10]=2)[CH:3]=1.[NH2:16][C:17]1[CH:22]=[CH:21][CH:20]=[CH:19][CH:18]=1. The yield is 0.830. The product is [NH2:15][C:11]1[N:10]=[C:9]([NH:8][C:4]2[CH:3]=[C:2]([NH:16][C:17]3[CH:22]=[CH:21][CH:20]=[CH:19][CH:18]=3)[N:7]=[CH:6][N:5]=2)[CH:14]=[CH:13][CH:12]=1. The catalyst is CCCCO.CO. (4) The reactants are [CH2:1]([O:5][CH2:6][CH2:7][CH2:8][CH2:9][CH2:10][CH2:11][CH2:12][CH2:13][CH2:14][CH2:15][CH2:16][CH2:17][CH2:18][CH2:19][CH2:20][CH3:21])[CH:2]1[O:4][CH2:3]1.[CH2:22]([O:26][C:27]1[CH:32]=[CH:31][CH:30]=[CH:29][CH:28]=1)[CH:23]1[O:25][CH2:24]1. No catalyst specified. The product is [CH2:1]([O:5][CH2:6][CH2:7][CH2:8][CH2:9][CH2:10][CH2:11][CH2:12][CH2:13][CH2:14][CH2:15][CH2:16][CH2:17][CH2:18][CH2:19][CH2:20][CH3:21])[CH:2]1[O:4][CH2:3]1.[CH2:22]([O:26][C:27]1[CH:28]=[CH:29][CH:30]=[CH:31][CH:32]=1)[CH:23]1[O:25][CH2:24]1. The yield is 0.860. (5) The reactants are [F:1][C:2]1[C:7]([F:8])=[CH:6][CH:5]=[CH:4][C:3]=1[C:9]1[N:41]=[C:12]2[CH:13]=[N:14][N:15]([CH:17]([C:22]3[O:26][N:25]=[C:24]([C:27]4[CH:32]=[CH:31][C:30]([O:33][CH2:34][CH2:35][CH3:36])=[CH:29][C:28]=4[C:37]([F:40])([F:39])[F:38])[CH:23]=3)[C:18]([O:20][CH3:21])=[O:19])[CH:16]=[C:11]2[N:10]=1.C(=O)([O-])[O-].[K+].[K+].CC(O)=O.[CH2:52]([OH:64])[CH2:53][O:54][CH2:55][CH2:56][O:57][CH2:58][CH2:59][O:60][CH2:61]CO.COCCOC. The catalyst is CCOC(C)=O. The product is [F:1][C:2]1[C:7]([F:8])=[CH:6][CH:5]=[CH:4][C:3]=1[C:9]1[N:41]=[C:12]2[CH:13]=[N:14][N:15]([CH:17]([C:22]3[O:26][N:25]=[C:24]([C:27]4[CH:32]=[CH:31][C:30]([O:33][CH2:34][CH2:35][CH3:36])=[CH:29][C:28]=4[C:37]([F:38])([F:40])[F:39])[CH:23]=3)[C:18]([O:20][CH2:21][CH2:61][O:60][CH2:59][CH2:58][O:57][CH2:56][CH2:55][O:54][CH2:53][CH2:52][OH:64])=[O:19])[CH:16]=[C:11]2[N:10]=1. The yield is 0.440. (6) The reactants are C[O:2][C:3](=O)[C:4]1[CH:9]=[CH:8][CH:7]=[C:6]([NH:10][C:11]2[S:15][C:14]([CH3:16])=[N:13][C:12]=2[C:17](=[O:26])[NH:18][C:19]2[CH:24]=[CH:23][CH:22]=[C:21]([Cl:25])[CH:20]=2)[CH:5]=1.[H-].[Al+3].[Li+].[H-].[H-].[H-]. The catalyst is C1COCC1. The product is [Cl:25][C:21]1[CH:20]=[C:19]([NH:18][C:17]([C:12]2[N:13]=[C:14]([CH3:16])[S:15][C:11]=2[NH:10][C:6]2[CH:7]=[CH:8][CH:9]=[C:4]([CH2:3][OH:2])[CH:5]=2)=[O:26])[CH:24]=[CH:23][CH:22]=1. The yield is 0.900. (7) The reactants are [C:1]([C:4]1[C:32](=[O:33])[C@@:8]2([CH3:34])[C:9]3[C:15]([OH:16])=[CH:14][C:13]([O:17][CH3:18])=[C:12]([C:19]([NH:21][CH2:22][C:23]4[C:28]([CH3:29])=[CH:27][C:26]([OH:30])=[CH:25][C:24]=4[CH3:31])=[O:20])[C:10]=3[O:11][C:7]2=[CH:6][C:5]=1[OH:35])(=[O:3])[CH3:2].C(=O)([O-])[O-].[K+].[K+].[Cl:42][C:43]1[CH:50]=[C:49]([Cl:51])[CH:48]=[CH:47][C:44]=1[CH2:45]Cl.Cl. The catalyst is CN(C)C=O. The product is [C:1]([C:4]1[C:32](=[O:33])[C@@:8]2([CH3:34])[C:9]3[C:15]([OH:16])=[CH:14][C:13]([O:17][CH3:18])=[C:12]([C:19]([NH:21][CH2:22][C:23]4[C:28]([CH3:29])=[CH:27][C:26]([O:30][CH2:45][C:44]5[CH:47]=[CH:48][C:49]([Cl:51])=[CH:50][C:43]=5[Cl:42])=[CH:25][C:24]=4[CH3:31])=[O:20])[C:10]=3[O:11][C:7]2=[CH:6][C:5]=1[OH:35])(=[O:3])[CH3:2]. The yield is 0.620.